Dataset: Reaction yield outcomes from USPTO patents with 853,638 reactions. Task: Predict the reaction yield, written as a fraction of the theoretical maximum amount of product (1.0 means a 100% yield; for example, 0.34 means a 34% yield). (1) The product is [CH3:13][O:12][C:10]1[CH:11]=[C:2]([CH3:23])[CH:3]=[C:4]2[C:9]=1[O:8][CH:7]([C:14]([F:17])([F:16])[F:15])[C:6]([C:18]([O:20][CH2:21][CH3:22])=[O:19])=[CH:5]2. The reactants are Br[C:2]1[CH:3]=[C:4]2[C:9](=[C:10]([O:12][CH3:13])[CH:11]=1)[O:8][CH:7]([C:14]([F:17])([F:16])[F:15])[C:6]([C:18]([O:20][CH2:21][CH3:22])=[O:19])=[CH:5]2.[CH3:23]B1OB(C)OB(C)O1.C([O-])([O-])=O.[K+].[K+].Cl. The yield is 0.700. The catalyst is CN(C=O)C.C1C=CC([P]([Pd]([P](C2C=CC=CC=2)(C2C=CC=CC=2)C2C=CC=CC=2)([P](C2C=CC=CC=2)(C2C=CC=CC=2)C2C=CC=CC=2)[P](C2C=CC=CC=2)(C2C=CC=CC=2)C2C=CC=CC=2)(C2C=CC=CC=2)C2C=CC=CC=2)=CC=1. (2) The product is [CH2:18]1[CH2:19][N:11]([CH2:10][CH2:9][P:4]([OH:5])([OH:8])=[O:3])[C:12]2=[C:13]([OH:21])[C:14](=[O:20])[C:15]2=[N:16][CH2:17]1. The catalyst is C1(C)C=CC=CC=1. The reactants are C([O:3][P:4]([CH2:9][CH2:10][N:11]1[CH2:19][CH2:18][CH2:17][NH:16][C:15]2[C:14](=[O:20])[C:13](=[O:21])[C:12]1=2)(=[O:8])[O:5]CC)C.C[Si](Br)(C)C. The yield is 0.650. (3) The reactants are C1C2C(CO[C:16]([N:18](C)[C:19]([CH3:69])([C:21]([NH:23][C@H:24]([C:28]([N:30]([C@@H:32]([C@@H:65]([CH3:68])[CH2:66][CH3:67])[C@H:33]([O:63][CH3:64])[CH2:34][C:35]([N:37]3[CH2:41][CH2:40][CH2:39][C@H:38]3[C@H:42]([O:61][CH3:62])[C@@H:43]([CH3:60])[C:44]([NH:46][C@H:47]([C:55]3[S:56][CH:57]=[CH:58][N:59]=3)[CH2:48][C:49]3[CH:54]=[CH:53][CH:52]=[CH:51][CH:50]=3)=[S:45])=[O:36])[CH3:31])=[O:29])[CH:25]([CH3:27])[CH3:26])=[O:22])[CH3:20])=O)C3C(=CC=CC=3)C=2C=CC=1. The catalyst is ClCCl.C(NCC)C.CO. The product is [CH3:16][NH:18][C:19]([CH3:69])([C:21]([NH:23][C@H:24]([C:28]([N:30]([C@@H:32]([C@@H:65]([CH3:68])[CH2:66][CH3:67])[C@H:33]([O:63][CH3:64])[CH2:34][C:35]([N:37]1[CH2:41][CH2:40][CH2:39][C@H:38]1[C@H:42]([O:61][CH3:62])[C@@H:43]([CH3:60])[C:44]([NH:46][C@H:47]([C:55]1[S:56][CH:57]=[CH:58][N:59]=1)[CH2:48][C:49]1[CH:54]=[CH:53][CH:52]=[CH:51][CH:50]=1)=[S:45])=[O:36])[CH3:31])=[O:29])[CH:25]([CH3:27])[CH3:26])=[O:22])[CH3:20]. The yield is 0.950. (4) The reactants are [C:1]([C:4]1[CH:28]=[C:27]([CH3:29])[C:7]([O:8][C:9]2[C:10]3[NH:26][CH:25]=[CH:24][C:11]=3[N:12]=[C:13]([NH:15][C:16]3[CH:23]=[CH:22][C:19]([C:20]#[N:21])=[CH:18][CH:17]=3)[N:14]=2)=[C:6]([CH3:30])[CH:5]=1)(=[O:3])[CH3:2].C1C(=O)N([Cl:38])C(=O)C1. The catalyst is C(Cl)Cl. The product is [C:1]([C:4]1[CH:5]=[C:6]([CH3:30])[C:7]([O:8][C:9]2[C:10]3[NH:26][CH:25]=[C:24]([Cl:38])[C:11]=3[N:12]=[C:13]([NH:15][C:16]3[CH:17]=[CH:18][C:19]([C:20]#[N:21])=[CH:22][CH:23]=3)[N:14]=2)=[C:27]([CH3:29])[CH:28]=1)(=[O:3])[CH3:2]. The yield is 0.300. (5) The reactants are [NH2:1][C:2]1[CH:19]=[CH:18][C:5]([O:6][CH2:7][CH2:8][O:9][CH2:10][CH2:11][CH2:12][C:13]([O:15][CH2:16][CH3:17])=[O:14])=[CH:4][CH:3]=1.FC(F)(F)S(O[C:26]1[CH:31]=[C:30]([C:32]#[N:33])[CH:29]=[CH:28][C:27]=1[C:34]1([CH3:39])[O:38][CH2:37][CH2:36][O:35]1)(=O)=O. The yield is 0.390. No catalyst specified. The product is [C:32]([C:30]1[CH:31]=[CH:26][C:27]([C:34]2([CH3:39])[O:35][CH2:36][CH2:37][O:38]2)=[C:28]([NH:1][C:2]2[CH:3]=[CH:4][C:5]([O:6][CH2:7][CH2:8][O:9][CH2:10][CH2:11][CH2:12][C:13]([O:15][CH2:16][CH3:17])=[O:14])=[CH:18][CH:19]=2)[CH:29]=1)#[N:33]. (6) The reactants are [C:1]([O:5][C:6]([N:8]1[C@@:12]([CH3:16])([C:13](O)=O)[CH2:11][O:10][C:9]1([CH3:18])[CH3:17])=[O:7])([CH3:4])([CH3:3])[CH3:2].CN(C(ON1N=NC2C=CC=NC1=2)=[N+](C)C)C.F[P-](F)(F)(F)(F)F.CCN(C(C)C)C(C)C.Cl.[NH2:53][CH2:54][C:55]([C:57]1[CH:62]=[CH:61][C:60]([O:63][CH2:64][CH2:65][CH2:66][CH2:67][CH2:68][CH2:69][CH2:70][CH3:71])=[C:59]([C:72]([F:75])([F:74])[F:73])[CH:58]=1)=O.COC1C=CC(P2(SP(C3C=CC(OC)=CC=3)(=S)S2)=[S:85])=CC=1. The catalyst is C(Cl)Cl.C1(C)C=CC=CC=1. The product is [CH3:17][C:9]1([CH3:18])[N:8]([C:6]([O:5][C:1]([CH3:4])([CH3:3])[CH3:2])=[O:7])[C@@:12]([CH3:16])([C:13]2[S:85][C:55]([C:57]3[CH:62]=[CH:61][C:60]([O:63][CH2:64][CH2:65][CH2:66][CH2:67][CH2:68][CH2:69][CH2:70][CH3:71])=[C:59]([C:72]([F:75])([F:74])[F:73])[CH:58]=3)=[CH:54][N:53]=2)[CH2:11][O:10]1. The yield is 0.410. (7) The reactants are [F:1][C:2]1[C:3]([CH2:24][N:25](C)[C:26](=O)OC(C)(C)C)=[CH:4][N:5]([S:14]([C:17]2[CH:18]=[N:19][CH:20]=[CH:21][C:22]=2[CH3:23])(=[O:16])=[O:15])[C:6]=1[C:7]1[C:8]([F:13])=[N:9][CH:10]=[CH:11][CH:12]=1.C(OCC)(=O)C.Cl. The catalyst is C(OCC)(=O)C.CC(O)C. The product is [F:1][C:2]1[C:3]([CH2:24][NH:25][CH3:26])=[CH:4][N:5]([S:14]([C:17]2[CH:18]=[N:19][CH:20]=[CH:21][C:22]=2[CH3:23])(=[O:16])=[O:15])[C:6]=1[C:7]1[C:8]([F:13])=[N:9][CH:10]=[CH:11][CH:12]=1. The yield is 0.970. (8) The reactants are [Br:1][C:2]1[CH:7]=[CH:6][C:5]([C:8]([CH3:19])([CH3:18])[CH2:9][C:10]([OH:17])([C:13]([F:16])([F:15])[F:14])[CH:11]=O)=[C:4]([O:20][CH3:21])[CH:3]=1.[NH2:22][C:23]1[CH:31]=[CH:30][CH:29]=[C:28]2[C:24]=1[CH2:25][C:26](=[O:32])[NH:27]2. The catalyst is C(O)(=O)C. The product is [Br:1][C:2]1[CH:7]=[CH:6][C:5]([C:8]([CH3:18])([CH3:19])[CH2:9][C:10]([OH:17])([C:13]([F:16])([F:15])[F:14])[CH:11]=[N:22][C:23]2[CH:31]=[CH:30][CH:29]=[C:28]3[C:24]=2[CH2:25][C:26](=[O:32])[NH:27]3)=[C:4]([O:20][CH3:21])[CH:3]=1. The yield is 0.581.